This data is from Full USPTO retrosynthesis dataset with 1.9M reactions from patents (1976-2016). The task is: Predict the reactants needed to synthesize the given product. (1) Given the product [Br:15][C:8]1[CH:7]=[C:6]([F:24])[CH:14]=[C:13]2[C:9]=1[CH:10]=[CH:11][NH:12]2, predict the reactants needed to synthesize it. The reactants are: CN(C)S([C:6]1[CH:14]=[C:13]2[C:9]([CH:10]=[CH:11][NH:12]2)=[C:8]([Br:15])[CH:7]=1)(=O)=O.BrC1C=C([F:24])C=C([N+]([O-])=O)C=1C. (2) Given the product [S:2]1[CH:6]=[CH:5][CH:4]=[C:3]1[C:7]1[N:11]=[C:10]([CH:12]2[CH2:17][CH2:16][N:15]([C:27](=[O:29])[CH3:28])[CH2:14][CH2:13]2)[O:9][N:8]=1, predict the reactants needed to synthesize it. The reactants are: Cl.[S:2]1[CH:6]=[CH:5][CH:4]=[C:3]1[C:7]1[N:11]=[C:10]([CH:12]2[CH2:17][CH2:16][NH2+:15][CH2:14][CH2:13]2)[O:9][N:8]=1.C(N(C(C)C)CC)(C)C.[C:27](OC(=O)C)(=[O:29])[CH3:28]. (3) Given the product [NH2:14][C:11]1[C:12]([Br:22])=[C:13]2[C:8](=[CH:9][CH:10]=1)[NH:7][N:6]=[C:5]2[C:3]([O:2][CH3:1])=[O:4], predict the reactants needed to synthesize it. The reactants are: [CH3:1][O:2][C:3]([C:5]1[C:13]2[C:8](=[CH:9][CH:10]=[C:11]([NH2:14])[CH:12]=2)[NH:7][N:6]=1)=[O:4].C1C(=O)N([Br:22])C(=O)C1.C([O-])([O-])=O.[Na+].[Na+].S([O-])([O-])(=O)=S.[Na+].[Na+]. (4) Given the product [Cl:1][C:2]1[CH:3]=[C:4]([NH:5][C:10](=[NH:17])[C:11]2[CH:16]=[CH:15][CH:14]=[CH:13][CH:12]=2)[CH:6]=[CH:7][C:8]=1[F:9], predict the reactants needed to synthesize it. The reactants are: [Cl:1][C:2]1[CH:3]=[C:4]([CH:6]=[CH:7][C:8]=1[F:9])[NH2:5].[C:10](#[N:17])[C:11]1[CH:16]=[CH:15][CH:14]=[CH:13][CH:12]=1. (5) The reactants are: [C:1]1([C@H:7]([O:12][C:13]2[CH:14]=[C:15]([CH:18]=[CH:19][C:20]=2[O:21]CC2C=CC(OC)=CC=2)[CH:16]=[O:17])[C:8]([F:11])([F:10])[F:9])[CH:6]=[CH:5][CH:4]=[CH:3][CH:2]=1. Given the product [C:1]1([C@H:7]([O:12][C:13]2[CH:14]=[C:15]([CH:18]=[CH:19][C:20]=2[OH:21])[CH:16]=[O:17])[C:8]([F:11])([F:10])[F:9])[CH:2]=[CH:3][CH:4]=[CH:5][CH:6]=1, predict the reactants needed to synthesize it.